From a dataset of Catalyst prediction with 721,799 reactions and 888 catalyst types from USPTO. Predict which catalyst facilitates the given reaction. (1) Reactant: [CH:1]([NH:4][C@H:5]1[CH2:10][CH2:9][C@@H:8]([N:11]2[CH2:16][CH2:15][C:14]([C:17]3[CH:22]=[CH:21][CH:20]=[C:19]([C:23]([F:26])([F:25])[F:24])[CH:18]=3)=[CH:13][C:12]2=[O:27])[C@H:7]([CH2:28][S:29]([CH:32]([CH3:34])[CH3:33])(=[O:31])=[O:30])[CH2:6]1)([CH3:3])[CH3:2].[CH:35](=O)[CH3:36].C([BH3-])#N.[Na+]. Product: [CH:1]([N:4]([CH2:35][CH3:36])[C@@H:5]1[CH2:10][CH2:9][C@H:8]([N:11]2[CH2:16][CH2:15][C:14]([C:17]3[CH:22]=[CH:21][CH:20]=[C:19]([C:23]([F:26])([F:24])[F:25])[CH:18]=3)=[CH:13][C:12]2=[O:27])[C@H:7]([CH2:28][S:29]([CH:32]([CH3:34])[CH3:33])(=[O:30])=[O:31])[CH2:6]1)([CH3:3])[CH3:2]. The catalyst class is: 5. (2) Reactant: [CH3:1][N:2]([CH3:34])[C:3]([C:5]1[C:22]([CH2:23][CH2:24][C@@H:25](O)[C:26]2[CH:31]=[CH:30][CH:29]=[CH:28][CH:27]=2)=[C:21]([OH:33])[C:8]2[N:9]=[C:10]([CH3:20])[N:11]([CH2:12][O:13][CH2:14][CH2:15][Si:16]([CH3:19])([CH3:18])[CH3:17])[C:7]=2[CH:6]=1)=[O:4].C1(P(C2C=CC=CC=2)C2C=CC=CC=2)C=CC=CC=1.CC(OC(/N=N/C(OC(C)C)=O)=O)C.C1(P(=O)(C2C=CC=CC=2)C2C=CC=CC=2)C=CC=CC=1. Product: [CH3:34][N:2]([CH3:1])[C:3]([C:5]1[C:22]2[CH2:23][CH2:24][C@@H:25]([C:26]3[CH:27]=[CH:28][CH:29]=[CH:30][CH:31]=3)[O:33][C:21]=2[C:8]2[N:9]=[C:10]([CH3:20])[N:11]([CH2:12][O:13][CH2:14][CH2:15][Si:16]([CH3:17])([CH3:18])[CH3:19])[C:7]=2[CH:6]=1)=[O:4]. The catalyst class is: 7. (3) Reactant: [CH:1]1([C:4]2[CH:5]=[N:6][N:7]([CH3:18])[C:8]=2[C:9]2[CH:10]=[C:11]([C:14]([O:16]C)=[O:15])[S:12][CH:13]=2)[CH2:3][CH2:2]1.[OH-].[Na+]. Product: [CH:1]1([C:4]2[CH:5]=[N:6][N:7]([CH3:18])[C:8]=2[C:9]2[CH:10]=[C:11]([C:14]([OH:16])=[O:15])[S:12][CH:13]=2)[CH2:2][CH2:3]1. The catalyst class is: 7. (4) Reactant: O.O.Cl.[OH:4][C:5]1[NH:9][CH:8]=[N:7][C:6]=1[C:10]([NH2:12])=[O:11].O.N. Product: [OH:4][C:5]1[NH:9][CH:8]=[N:7][C:6]=1[C:10]([NH2:12])=[O:11]. The catalyst class is: 33. (5) Reactant: [Cl:1][C:2]1[C:11]([CH:12]=[O:13])=[CH:10][C:9]2[C:4](=[CH:5][C:6]([O:15][CH2:16][C:17]3[CH:22]=[CH:21][CH:20]=[CH:19][N:18]=3)=[C:7]([Cl:14])[CH:8]=2)[N:3]=1.[CH3:23][Mg]Br. Product: [Cl:1][C:2]1[C:11]([C:12](=[O:13])[CH3:23])=[CH:10][C:9]2[C:4](=[CH:5][C:6]([O:15][CH2:16][C:17]3[CH:22]=[CH:21][CH:20]=[CH:19][N:18]=3)=[C:7]([Cl:14])[CH:8]=2)[N:3]=1. The catalyst class is: 2. (6) Reactant: [CH3:1][N:2](C(ON1N=NC2C=CC=NC1=2)=[N+](C)C)C.F[P-](F)(F)(F)(F)F.[C:25]([NH:32][C@@H:33]([C:38]([OH:40])=O)[CH2:34][CH2:35][S:36][CH3:37])([O:27][C:28]([CH3:31])([CH3:30])[CH3:29])=[O:26].CN.Cl.CCN(C(C)C)C(C)C. Product: [CH3:1][NH:2][C:38]([C@H:33]([NH:32][C:25](=[O:26])[O:27][C:28]([CH3:31])([CH3:30])[CH3:29])[CH2:34][CH2:35][S:36][CH3:37])=[O:40]. The catalyst class is: 3. (7) Reactant: Cl[C:2]1[CH:7]=[C:6]([CH2:8][CH3:9])[N:5]=[C:4]([CH:10]2[CH2:14][CH2:13][CH2:12][CH2:11]2)[N:3]=1.CC1(C)C(C)(C)OB([CH2:23][C:24]2[CH:29]=[CH:28][C:27]([CH2:30][C:31]([O:33]C)=[O:32])=[CH:26][CH:25]=2)O1.C([O-])([O-])=O.[Na+].[Na+]. Product: [CH:10]1([C:4]2[N:3]=[C:2]([CH2:23][C:24]3[CH:25]=[CH:26][C:27]([CH2:30][C:31]([OH:33])=[O:32])=[CH:28][CH:29]=3)[CH:7]=[C:6]([CH2:8][CH3:9])[N:5]=2)[CH2:11][CH2:12][CH2:13][CH2:14]1. The catalyst class is: 117.